Dataset: Forward reaction prediction with 1.9M reactions from USPTO patents (1976-2016). Task: Predict the product of the given reaction. (1) The product is: [CH:16]1([C:14]([N:11]2[CH2:12][CH2:13][NH:8][CH2:9][CH2:10]2)=[O:15])[CH2:17][CH2:18]1. Given the reactants C([N:8]1[CH2:13][CH2:12][N:11]([C:14]([CH:16]2[CH2:18][CH2:17]2)=[O:15])[CH2:10][CH2:9]1)C1C=CC=CC=1, predict the reaction product. (2) Given the reactants [H-].[Al+3].[Li+].[H-].[H-].[H-].[CH3:7][C:8]1[CH:18]=[CH:17][CH:16]=[C:15]([O:19][CH3:20])[C:9]=1[C:10](OCC)=[O:11].O, predict the reaction product. The product is: [CH3:7][C:8]1[CH:18]=[CH:17][CH:16]=[C:15]([O:19][CH3:20])[C:9]=1[CH2:10][OH:11]. (3) The product is: [F:1][C:2]1[CH:7]=[CH:6][C:5]([N:8]2[C:12]3[CH:13]=[C:14]4[C@:19]([C:21]([C:23]5[CH:28]=[CH:27][CH:26]=[CH:25][N:24]=5)=[O:22])([CH2:20][C:11]=3[CH:10]=[N:9]2)[CH2:18][N:17]([S:39]([C:36]2[CH:37]=[CH:38][C:33]([F:32])=[CH:34][CH:35]=2)(=[O:41])=[O:40])[CH2:16][CH2:15]4)=[CH:4][CH:3]=1. Given the reactants [F:1][C:2]1[CH:7]=[CH:6][C:5]([N:8]2[C:12]3[CH:13]=[C:14]4[C@:19]([C:21]([C:23]5[CH:28]=[CH:27][CH:26]=[CH:25][N:24]=5)=[O:22])([CH2:20][C:11]=3[CH:10]=[N:9]2)[CH2:18][NH:17][CH2:16][CH2:15]4)=[CH:4][CH:3]=1.ClCCl.[F:32][C:33]1[CH:38]=[CH:37][C:36]([S:39](Cl)(=[O:41])=[O:40])=[CH:35][CH:34]=1.C(N(C(C)C)CC)(C)C, predict the reaction product. (4) Given the reactants [CH3:1][C:2]1[CH:7]=[C:6](B2OC(C)(C)C(C)(C)O2)[CH:5]=[CH:4][N:3]=1.Br[C:18]1[CH:23]=[CH:22][C:21]([N:24]2[CH2:29][C@H:28]([CH3:30])[O:27][C@H:26]([CH3:31])[CH2:25]2)=[CH:20][C:19]=1[C:32]1[CH:36]=[CH:35][O:34][C:33]=1[CH3:37].O.C(=O)([O-])[O-].[Na+].[Na+], predict the reaction product. The product is: [CH3:30][C@H:28]1[O:27][C@@H:26]([CH3:31])[CH2:25][N:24]([C:21]2[CH:22]=[CH:23][C:18]([C:6]3[CH:5]=[CH:4][N:3]=[C:2]([CH3:1])[CH:7]=3)=[C:19]([C:32]3[CH:36]=[CH:35][O:34][C:33]=3[CH3:37])[CH:20]=2)[CH2:29]1. (5) Given the reactants C1(C)C=CC=CC=1.[F:8][C:9]1[CH:10]=[C:11]([CH:15]=[C:16]([F:22])[C:17]=1[O:18][CH2:19][C:20]#[CH:21])[C:12](O)=[O:13].S(Cl)([Cl:25])=O, predict the reaction product. The product is: [F:8][C:9]1[CH:10]=[C:11]([CH:15]=[C:16]([F:22])[C:17]=1[O:18][CH2:19][C:20]#[CH:21])[C:12]([Cl:25])=[O:13].